From a dataset of Cav3 T-type calcium channel HTS with 100,875 compounds. Binary Classification. Given a drug SMILES string, predict its activity (active/inactive) in a high-throughput screening assay against a specified biological target. (1) The compound is Brc1cc2CC(N(c2c(S(=O)(=O)N(CCCC)Cc2ccccc2)c1)C(=O)C)C. The result is 1 (active). (2) The molecule is Fc1c(Nc2nc3nonc3n3c2nnc3CC(OCC)=O)cccc1. The result is 0 (inactive). (3) The result is 0 (inactive). The compound is S(=O)(=O)(NCCC(OCn1nnc2c(c1=O)cccc2)=O)c1ccc(cc1)C. (4) The drug is S(=O)(=O)(N(C)C)c1cc(C(=O)NC2CCCc3c2cccc3)ccc1. The result is 0 (inactive). (5) The compound is o1c2c(nc1/C(=C\Nc1ncccc1)C=O)cccc2. The result is 0 (inactive). (6) The result is 0 (inactive). The compound is S(=O)(=O)(N(CC(=O)N1CCN(CC1)c1ccc(F)cc1)C)c1c(OC)ccc(OC)c1. (7) The molecule is O=c1n2CCCCCc2nc2c1cc(NC(=O)C(=O)N1CCN(CC1)C(OCC)=O)cc2. The result is 0 (inactive). (8) The molecule is O(c1ccc(cc1)C(=O)NC(=O)Nc1ncccc1C)C. The result is 0 (inactive).